From a dataset of CYP2C19 inhibition data for predicting drug metabolism from PubChem BioAssay. Regression/Classification. Given a drug SMILES string, predict its absorption, distribution, metabolism, or excretion properties. Task type varies by dataset: regression for continuous measurements (e.g., permeability, clearance, half-life) or binary classification for categorical outcomes (e.g., BBB penetration, CYP inhibition). Dataset: cyp2c19_veith. (1) The drug is COc1cccc([C@@H]2Oc3ccc(Br)cc3C(=O)[C@H]2O)c1. The result is 1 (inhibitor). (2) The molecule is CCC(=O)NC(Nc1sc2c(c1C(=O)OC)CCCC2)(C(F)(F)F)C(F)(F)F. The result is 1 (inhibitor). (3) The molecule is CCCn1nnnc1-c1cc(Cl)cc(Cl)c1. The result is 0 (non-inhibitor). (4) The molecule is NNC(=O)c1ccc[n+](CCc2ccccc2)c1. The result is 0 (non-inhibitor). (5) The compound is Cc1ccccc1-c1ccc2ncnc(N(C)Cc3ccco3)c2c1. The result is 1 (inhibitor). (6) The molecule is N#Cc1nc(COc2ccccc2Cl)oc1NCc1ccco1. The result is 1 (inhibitor). (7) The compound is Nc1nc(Cl)nc2c1ncn2[C@@H]1O[C@@H](CO)[C@@H](O)[C@H]1O. The result is 0 (non-inhibitor).